From a dataset of Reaction yield outcomes from USPTO patents with 853,638 reactions. Predict the reaction yield, written as a fraction of the theoretical maximum amount of product (1.0 means a 100% yield; for example, 0.34 means a 34% yield). (1) The reactants are [Cl:1][C:2]1[CH:8]=[CH:7][C:5]([NH2:6])=[CH:4][CH:3]=1.[CH:9]1[CH:14]=[CH:13][C:12]([O:15][C:16](OC2C=CC=CC=2)=[N:17][C:18]#[N:19])=[CH:11][CH:10]=1. The catalyst is C(#N)C. The product is [Cl:1][C:2]1[CH:8]=[CH:7][C:5]([NH:6]/[C:16](=[N:17]/[C:18]#[N:19])/[O:15][C:12]2[CH:13]=[CH:14][CH:9]=[CH:10][CH:11]=2)=[CH:4][CH:3]=1. The yield is 0.740. (2) The yield is 0.870. The product is [CH3:17][O:16][C:8]1[CH:9]=[CH:10][CH:11]=[C:12]2[C:7]=1[N:6]=[C:5]([C:3]([O:2][CH3:1])=[O:4])[CH:14]=[C:13]2[C:33]1[CH:34]=[CH:35][C:30]([Cl:29])=[CH:31][CH:32]=1. The reactants are [CH3:1][O:2][C:3]([C:5]1[CH:14]=[C:13](Cl)[C:12]2[C:7](=[C:8]([O:16][CH3:17])[CH:9]=[CH:10][CH:11]=2)[N:6]=1)=[O:4].COC1C=CC(B(O)O)=CC=1.[Cl:29][C:30]1[CH:35]=[CH:34][C:33](B(O)O)=[CH:32][CH:31]=1. No catalyst specified. (3) The reactants are [NH2:1][C:2]1[C:11]2[C:6](=[CH:7][CH:8]=[CH:9][CH:10]=2)[C:5]([O:12][C:13]2[C:22]3[NH:21][C:20](=[O:23])[CH:19]=[N:18][C:17]=3[N:16]=[CH:15][CH:14]=2)=[CH:4][CH:3]=1.[F:24][C:25]1[CH:30]=[CH:29][C:28]([C:31]([F:34])([F:33])[F:32])=[CH:27][C:26]=1[N:35]=[C:36]=[O:37]. No catalyst specified. The product is [F:24][C:25]1[CH:30]=[CH:29][C:28]([C:31]([F:34])([F:33])[F:32])=[CH:27][C:26]=1[NH:35][C:36]([NH:1][C:2]1[C:11]2[C:6](=[CH:7][CH:8]=[CH:9][CH:10]=2)[C:5]([O:12][C:13]2[C:22]3[NH:21][C:20](=[O:23])[CH:19]=[N:18][C:17]=3[N:16]=[CH:15][CH:14]=2)=[CH:4][CH:3]=1)=[O:37]. The yield is 0.980. (4) The reactants are [NH2:1][C:2]1[CH:6]=[C:5]([C:7]2[CH:12]=[CH:11][CH:10]=[CH:9][CH:8]=2)[S:4][C:3]=1[C:13]([O:15][CH3:16])=[O:14].Cl.[N:18]([O-])=O.[Na+].C([O-])([O-])=O.[K+].[K+].[CH3:28][NH:29][CH3:30]. The catalyst is O.CC(C)=O. The product is [CH3:28][N:29]([N:18]=[N:1][C:2]1[CH:6]=[C:5]([C:7]2[CH:12]=[CH:11][CH:10]=[CH:9][CH:8]=2)[S:4][C:3]=1[C:13]([O:15][CH3:16])=[O:14])[CH3:30]. The yield is 0.760. (5) The reactants are [CH2:1]([C:3]1[CH:8]=[CH:7][N:6]=[C:5]([CH:9]([CH2:14][C:15]2[CH:23]=[C:22]([CH3:24])[C:21]3[C:17](=[CH:18][N:19]([CH2:25][O:26][CH2:27][CH2:28][Si:29]([CH3:32])([CH3:31])[CH3:30])[N:20]=3)[CH:16]=2)[CH2:10][C:11]([OH:13])=O)[CH:4]=1)[CH3:2].N1([C:39]2[C:48]3[C:43](=[CH:44][CH:45]=[CH:46][CH:47]=3)[NH:42][C:41](=[O:49])[N:40]=2)CCCCC1.C(N(CC)CC)C.CCOP(ON1N=[N:75][C:70]2C=[CH:72][CH:73]=[CH:74][C:69]=2C1=O)(OCC)=O. The catalyst is C(Cl)Cl.C(OCC)(=O)C. The product is [CH2:1]([C:3]1[CH:8]=[CH:7][N:6]=[C:5]([CH:9]([CH2:14][C:15]2[CH:23]=[C:22]([CH3:24])[C:21]3[C:17](=[CH:18][N:19]([CH2:25][O:26][CH2:27][CH2:28][Si:29]([CH3:32])([CH3:31])[CH3:30])[N:20]=3)[CH:16]=2)[CH2:10][C:11]([N:75]2[CH2:72][CH2:73][CH:74]([N:40]3[CH2:39][C:48]4[C:43](=[CH:44][CH:45]=[CH:46][CH:47]=4)[NH:42][C:41]3=[O:49])[CH2:69][CH2:70]2)=[O:13])[CH:4]=1)[CH3:2]. The yield is 0.650.